Task: Predict which catalyst facilitates the given reaction.. Dataset: Catalyst prediction with 721,799 reactions and 888 catalyst types from USPTO (1) Reactant: [F:1][C:2]([F:11])([F:10])[C:3]1[S:4][CH:5]=[C:6]([CH2:8]O)[N:7]=1.P(Br)(Br)[Br:13]. Product: [Br:13][CH2:8][C:6]1[N:7]=[C:3]([C:2]([F:11])([F:10])[F:1])[S:4][CH:5]=1. The catalyst class is: 2. (2) Reactant: [NH2:1][C:2]1[CH:28]=[CH:27][C:5]([O:6][C:7]2[CH:12]=[CH:11][N:10]=[C:9]([NH:13][C:14]([N:16]3[CH2:21][CH2:20][N:19]([CH2:22][CH2:23][N:24]([CH3:26])[CH3:25])[CH2:18][CH2:17]3)=[O:15])[CH:8]=2)=[CH:4][CH:3]=1.C12(CS(O)(=O)=O)C(C)(C)C(CC1)CC2=O.[C:44]1([CH2:50][C:51]([N:53]=[C:54]=[S:55])=[O:52])[CH:49]=[CH:48][CH:47]=[CH:46][CH:45]=1. Product: [CH3:26][N:24]([CH3:25])[CH2:23][CH2:22][N:19]1[CH2:18][CH2:17][N:16]([C:14]([NH:13][C:9]2[CH:8]=[C:7]([O:6][C:5]3[CH:4]=[CH:3][C:2]([NH:1][C:54]([NH:53][C:51](=[O:52])[CH2:50][C:44]4[CH:45]=[CH:46][CH:47]=[CH:48][CH:49]=4)=[S:55])=[CH:28][CH:27]=3)[CH:12]=[CH:11][N:10]=2)=[O:15])[CH2:21][CH2:20]1. The catalyst class is: 548. (3) Reactant: Cl.Cl.[NH2:3][C:4]1[C:36]([CH3:37])=[CH:35][C:7]([O:8][C:9]2[CH:10]=[CH:11][C:12]3[N:16]=[C:15]([CH2:17][O:18][C:19]4[CH:32]=[CH:31][C:22]([CH2:23][CH:24]5[S:28][C:27](=[O:29])[NH:26][C:25]5=[O:30])=[CH:21][CH:20]=4)[N:14]([CH3:33])[C:13]=3[CH:34]=2)=[CH:6][C:5]=1[CH3:38].[Cl:39][C:40]1[CH:45]=[CH:44][C:43]([N:46]=[C:47]=[S:48])=[CH:42][CH:41]=1.C(N(CC)CC)C. Product: [Cl:39][C:40]1[CH:45]=[CH:44][C:43]([NH:46][C:47]([NH:3][C:4]2[C:5]([CH3:38])=[CH:6][C:7]([O:8][C:9]3[CH:10]=[CH:11][C:12]4[N:16]=[C:15]([CH2:17][O:18][C:19]5[CH:20]=[CH:21][C:22]([CH2:23][CH:24]6[S:28][C:27](=[O:29])[NH:26][C:25]6=[O:30])=[CH:31][CH:32]=5)[N:14]([CH3:33])[C:13]=4[CH:34]=3)=[CH:35][C:36]=2[CH3:37])=[S:48])=[CH:42][CH:41]=1. The catalyst class is: 7. (4) Reactant: [C:1]([O:4][CH2:5][C:6]([CH3:36])([CH3:35])[CH2:7][N:8]1[C:14]2[CH:15]=[CH:16][C:17]([Cl:19])=[CH:18][C:13]=2[C@@H:12]([C:20]2[CH:25]=[CH:24][CH:23]=[C:22]([O:26][CH3:27])[C:21]=2[O:28][CH3:29])[O:11][C@H:10]([CH2:30][C:31]([OH:33])=O)[C:9]1=[O:34])(=[O:3])[CH3:2].[NH4+].O[N:39]1C2C=CC=CC=2N=N1.Cl.C(N=C=NCCCN(C)C)C.O. Product: [C:1]([O:4][CH2:5][C:6]([CH3:36])([CH3:35])[CH2:7][N:8]1[C:14]2[CH:15]=[CH:16][C:17]([Cl:19])=[CH:18][C:13]=2[C@@H:12]([C:20]2[CH:25]=[CH:24][CH:23]=[C:22]([O:26][CH3:27])[C:21]=2[O:28][CH3:29])[O:11][C@H:10]([CH2:30][C:31]([NH2:39])=[O:33])[C:9]1=[O:34])(=[O:3])[CH3:2]. The catalyst class is: 39. (5) Reactant: [C:1]([C:3]1[CH:15]=[C:14]2[C:6]([C:7]3[C:8](=[O:30])[C:9]4[CH:21]=[CH:20][C:19](OS(C(F)(F)F)(=O)=O)=[CH:18][C:10]=4[C:11]([CH3:17])([CH3:16])[C:12]=3[NH:13]2)=[CH:5][CH:4]=1)#[N:2].[C:31]([O:35][C:36]([N:38]1[CH2:43][CH:42]=[C:41](B2OC(C)(C)C(C)(C)O2)[CH2:40][CH2:39]1)=[O:37])([CH3:34])([CH3:33])[CH3:32].C(=O)([O-])[O-].[Na+].[Na+].COCCOC. Product: [C:31]([O:35][C:36]([N:38]1[CH2:39][CH:40]=[C:41]([C:19]2[CH:20]=[CH:21][C:9]3[C:8](=[O:30])[C:7]4[C:6]5[C:14](=[CH:15][C:3]([C:1]#[N:2])=[CH:4][CH:5]=5)[NH:13][C:12]=4[C:11]([CH3:17])([CH3:16])[C:10]=3[CH:18]=2)[CH2:42][CH2:43]1)=[O:37])([CH3:34])([CH3:32])[CH3:33]. The catalyst class is: 189. (6) Reactant: [CH3:1][O:2][C:3]1[CH:4]=[C:5]([CH2:11][CH2:12][C:13]([C:15]2[CH:20]=[C:19]([F:21])[CH:18]=[CH:17][C:16]=2[OH:22])=O)[CH:6]=[CH:7][C:8]=1[O:9][CH3:10].[NH3:23]. Product: [CH3:1][O:2][C:3]1[CH:4]=[C:5]([CH2:11][CH2:12][C:13]([C:15]2[CH:20]=[C:19]([F:21])[CH:18]=[CH:17][C:16]=2[OH:22])=[NH:23])[CH:6]=[CH:7][C:8]=1[O:9][CH3:10]. The catalyst class is: 5. (7) Reactant: Br[C:2]1[CH:7]=[CH:6][N:5]2[N:8]=[C:9]([C:11]3[CH:16]=[CH:15][C:14]([Cl:17])=[CH:13][CH:12]=3)[CH:10]=[C:4]2[CH:3]=1.[CH3:18][O:19][C:20]([C:22]1[CH:23]=[C:24](B(O)O)[CH:25]=[CH:26][CH:27]=1)=[O:21].C(=O)([O-])[O-].[Cs+].[Cs+]. Product: [Cl:17][C:14]1[CH:15]=[CH:16][C:11]([C:9]2[CH:10]=[C:4]3[CH:3]=[C:2]([C:26]4[CH:27]=[C:22]([CH:23]=[CH:24][CH:25]=4)[C:20]([O:19][CH3:18])=[O:21])[CH:7]=[CH:6][N:5]3[N:8]=2)=[CH:12][CH:13]=1. The catalyst class is: 20.